From a dataset of Reaction yield outcomes from USPTO patents with 853,638 reactions. Predict the reaction yield, written as a fraction of the theoretical maximum amount of product (1.0 means a 100% yield; for example, 0.34 means a 34% yield). (1) The yield is 0.990. The product is [I:16][CH2:2][CH2:3][CH2:4][CH2:5][C:6]1([C:10]([O:12][CH2:13][CH3:14])=[O:11])[CH2:9][CH2:8][CH2:7]1. The reactants are Cl[CH2:2][CH2:3][CH2:4][CH2:5][C:6]1([C:10]([O:12][CH2:13][CH3:14])=[O:11])[CH2:9][CH2:8][CH2:7]1.[Na+].[I-:16]. The catalyst is CC(=O)CC.CCOCC. (2) The reactants are [OH:1][C:2]1[CH:7]=[C:6]([O:8][CH2:9][CH2:10][O:11][CH3:12])[CH:5]=[CH:4][C:3]=1/[CH:13]=[CH:14]/[C:15]([O:17][CH2:18][CH3:19])=[O:16].[C:20]([N:27]1[CH2:32][CH2:31][CH:30](O)[CH2:29][CH2:28]1)([O:22][C:23]([CH3:26])([CH3:25])[CH3:24])=[O:21].C(P(CCCC)CCCC)CCC.N(C(N1CCCCC1)=O)=NC(N1CCCCC1)=O. The catalyst is C1(C)C=CC=CC=1.O1CCCC1. The product is [CH2:18]([O:17][C:15](=[O:16])/[CH:14]=[CH:13]/[C:3]1[CH:4]=[CH:5][C:6]([O:8][CH2:9][CH2:10][O:11][CH3:12])=[CH:7][C:2]=1[O:1][CH:30]1[CH2:31][CH2:32][N:27]([C:20]([O:22][C:23]([CH3:26])([CH3:25])[CH3:24])=[O:21])[CH2:28][CH2:29]1)[CH3:19]. The yield is 0.750. (3) The reactants are [Br:1][CH2:2][C:3]1([C:26](OCC)=[O:27])[O:7][N:6]=[C:5]([C:8]2[C:9]([NH:19][CH:20]3[CH2:25][CH2:24][CH2:23][CH2:22][CH2:21]3)=[C:10]3[CH:16]=[N:15][N:14]([CH2:17][CH3:18])[C:11]3=[N:12][CH:13]=2)[CH2:4]1.[BH4-].[Na+]. The catalyst is O1CCCC1. The product is [Br:1][CH2:2][C:3]1([CH2:26][OH:27])[O:7][N:6]=[C:5]([C:8]2[C:9]([NH:19][CH:20]3[CH2:21][CH2:22][CH2:23][CH2:24][CH2:25]3)=[C:10]3[CH:16]=[N:15][N:14]([CH2:17][CH3:18])[C:11]3=[N:12][CH:13]=2)[CH2:4]1. The yield is 0.657. (4) The reactants are [NH2:1][C:2]1[CH:3]=[C:4]([CH2:11][N:12]2[CH2:17][CH2:16][N:15](C(OC(C)(C)C)=O)[CH2:14][CH:13]2[CH3:25])[C:5]2[O:9][CH:8]=[CH:7][C:6]=2[CH:10]=1.[C:26]1([CH3:36])[C:27]([S:32]([Cl:35])(=[O:34])=[O:33])=[CH:28][CH:29]=[CH:30][CH:31]=1. No catalyst specified. The product is [ClH:35].[ClH:35].[CH3:36][C:26]1[CH:31]=[CH:30][CH:29]=[CH:28][C:27]=1[S:32]([NH:1][C:2]1[CH:3]=[C:4]([CH2:11][N:12]2[CH2:17][CH2:16][NH:15][CH2:14][CH:13]2[CH3:25])[C:5]2[O:9][CH:8]=[CH:7][C:6]=2[CH:10]=1)(=[O:34])=[O:33]. The yield is 0.350. (5) The reactants are [Cl:1][C:2]1[C:3]([N:8]2[CH2:13][CH2:12][N:11]([CH2:14][C:15]3[CH:16]=[N:17][N:18]([C:21]4[CH:26]=[CH:25][CH:24]=[CH:23][CH:22]=4)[C:19]=3[CH3:20])[CH2:10][CH2:9]2)=[N:4][CH:5]=[CH:6][N:7]=1.C(=O)([O-])[O-].[K+].[K+].[C:33]([NH:36][CH2:37][C:38]1[CH:43]=[CH:42][C:41](B(O)O)=[CH:40][CH:39]=1)(=[O:35])[CH3:34].O. The catalyst is CN(C)C(=O)C.C1C=CC([P]([Pd]([P](C2C=CC=CC=2)(C2C=CC=CC=2)C2C=CC=CC=2)([P](C2C=CC=CC=2)(C2C=CC=CC=2)C2C=CC=CC=2)[P](C2C=CC=CC=2)(C2C=CC=CC=2)C2C=CC=CC=2)(C2C=CC=CC=2)C2C=CC=CC=2)=CC=1. The product is [ClH:1].[CH3:20][C:19]1[N:18]([C:21]2[CH:26]=[CH:25][CH:24]=[CH:23][CH:22]=2)[N:17]=[CH:16][C:15]=1[CH2:14][N:11]1[CH2:12][CH2:13][N:8]([C:3]2[C:2]([C:41]3[CH:42]=[CH:43][C:38]([CH2:37][NH:36][C:33](=[O:35])[CH3:34])=[CH:39][CH:40]=3)=[N:7][CH:6]=[CH:5][N:4]=2)[CH2:9][CH2:10]1. The yield is 0.960.